This data is from NCI-60 drug combinations with 297,098 pairs across 59 cell lines. The task is: Regression. Given two drug SMILES strings and cell line genomic features, predict the synergy score measuring deviation from expected non-interaction effect. (1) Drug 1: COC1=CC(=CC(=C1O)OC)C2C3C(COC3=O)C(C4=CC5=C(C=C24)OCO5)OC6C(C(C7C(O6)COC(O7)C8=CC=CS8)O)O. Drug 2: CCN(CC)CCNC(=O)C1=C(NC(=C1C)C=C2C3=C(C=CC(=C3)F)NC2=O)C. Cell line: COLO 205. Synergy scores: CSS=38.2, Synergy_ZIP=2.96, Synergy_Bliss=2.21, Synergy_Loewe=-15.5, Synergy_HSA=-0.633. (2) Drug 1: C1C(C(OC1N2C=NC3=C2NC=NCC3O)CO)O. Drug 2: N.N.Cl[Pt+2]Cl. Cell line: SF-268. Synergy scores: CSS=39.7, Synergy_ZIP=0.130, Synergy_Bliss=0.964, Synergy_Loewe=-4.61, Synergy_HSA=0.633. (3) Drug 1: CC1CCC2CC(C(=CC=CC=CC(CC(C(=O)C(C(C(=CC(C(=O)CC(OC(=O)C3CCCCN3C(=O)C(=O)C1(O2)O)C(C)CC4CCC(C(C4)OC)OCCO)C)C)O)OC)C)C)C)OC. Drug 2: CCN(CC)CCCC(C)NC1=C2C=C(C=CC2=NC3=C1C=CC(=C3)Cl)OC. Cell line: HT29. Synergy scores: CSS=27.8, Synergy_ZIP=-6.54, Synergy_Bliss=-6.34, Synergy_Loewe=-6.17, Synergy_HSA=-4.18. (4) Drug 1: CC12CCC3C(C1CCC2=O)CC(=C)C4=CC(=O)C=CC34C. Drug 2: CC1C(C(CC(O1)OC2CC(OC(C2O)C)OC3=CC4=CC5=C(C(=O)C(C(C5)C(C(=O)C(C(C)O)O)OC)OC6CC(C(C(O6)C)O)OC7CC(C(C(O7)C)O)OC8CC(C(C(O8)C)O)(C)O)C(=C4C(=C3C)O)O)O)O. Cell line: PC-3. Synergy scores: CSS=50.0, Synergy_ZIP=2.78, Synergy_Bliss=0.847, Synergy_Loewe=1.15, Synergy_HSA=0.685.